Dataset: Peptide-MHC class I binding affinity with 185,985 pairs from IEDB/IMGT. Task: Regression. Given a peptide amino acid sequence and an MHC pseudo amino acid sequence, predict their binding affinity value. This is MHC class I binding data. The peptide sequence is ILQAAGTAF. The MHC is H-2-Ld with pseudo-sequence H-2-Ld. The binding affinity (normalized) is 0.380.